Dataset: Forward reaction prediction with 1.9M reactions from USPTO patents (1976-2016). Task: Predict the product of the given reaction. (1) Given the reactants [Cl:1][C:2]1[N:3]=[N:4][C:5]([C:11]2[CH:16]=[CH:15][CH:14]=[C:13]([F:17])[C:12]=2[F:18])=[CH:6][C:7]=1[C:8]([NH2:10])=O, predict the reaction product. The product is: [Cl:1][C:2]1[N:3]=[N:4][C:5]([C:11]2[CH:16]=[CH:15][CH:14]=[C:13]([F:17])[C:12]=2[F:18])=[CH:6][C:7]=1[C:8]#[N:10]. (2) Given the reactants N12CCCN=C1CCCCC2.[NH:12]1[CH:16]=[C:15]([C:17]2[CH:18]=[N:19][C:20]3[N:21]([C:23]([CH2:26][C:27]4[CH:28]=[C:29]5[C:34](=[CH:35][CH:36]=4)[N:33]=[CH:32][CH:31]=[CH:30]5)=[CH:24][N:25]=3)[N:22]=2)[CH:14]=[N:13]1.[C:37]([CH:39]=[C:40]1[CH2:45][CH2:44][N:43]([C:46]([O:48][C:49]([CH3:52])([CH3:51])[CH3:50])=[O:47])[CH2:42][CH2:41]1)#[N:38], predict the reaction product. The product is: [C:37]([CH2:39][C:40]1([N:12]2[CH:16]=[C:15]([C:17]3[CH:18]=[N:19][C:20]4[N:21]([C:23]([CH2:26][C:27]5[CH:28]=[C:29]6[C:34](=[CH:35][CH:36]=5)[N:33]=[CH:32][CH:31]=[CH:30]6)=[CH:24][N:25]=4)[N:22]=3)[CH:14]=[N:13]2)[CH2:41][CH2:42][N:43]([C:46]([O:48][C:49]([CH3:52])([CH3:51])[CH3:50])=[O:47])[CH2:44][CH2:45]1)#[N:38]. (3) Given the reactants [Br:1][C:2]1[N:7]=[C:6]([C:8]([OH:10])=O)[CH:5]=[CH:4][CH:3]=1.[NH2:11][C:12]1[CH:13]=[C:14]([CH:18]=[CH:19][C:20]#[N:21])[CH:15]=[CH:16][CH:17]=1, predict the reaction product. The product is: [C:20]([CH:19]=[CH:18][C:14]1[CH:13]=[C:12]([NH:11][C:8]([C:6]2[CH:5]=[CH:4][CH:3]=[C:2]([Br:1])[N:7]=2)=[O:10])[CH:17]=[CH:16][CH:15]=1)#[N:21].